Dataset: NCI-60 drug combinations with 297,098 pairs across 59 cell lines. Task: Regression. Given two drug SMILES strings and cell line genomic features, predict the synergy score measuring deviation from expected non-interaction effect. (1) Cell line: SK-MEL-5. Drug 2: CC1=C(C(=CC=C1)Cl)NC(=O)C2=CN=C(S2)NC3=CC(=NC(=N3)C)N4CCN(CC4)CCO. Synergy scores: CSS=-14.2, Synergy_ZIP=7.37, Synergy_Bliss=0.866, Synergy_Loewe=-10.2, Synergy_HSA=-8.70. Drug 1: C1CCN(CC1)CCOC2=CC=C(C=C2)C(=O)C3=C(SC4=C3C=CC(=C4)O)C5=CC=C(C=C5)O. (2) Drug 1: C1CC(=O)NC(=O)C1N2CC3=C(C2=O)C=CC=C3N. Drug 2: CC1=C(C=C(C=C1)NC(=O)C2=CC=C(C=C2)CN3CCN(CC3)C)NC4=NC=CC(=N4)C5=CN=CC=C5. Cell line: HT29. Synergy scores: CSS=12.0, Synergy_ZIP=4.85, Synergy_Bliss=5.72, Synergy_Loewe=6.43, Synergy_HSA=5.24. (3) Drug 1: CC1OCC2C(O1)C(C(C(O2)OC3C4COC(=O)C4C(C5=CC6=C(C=C35)OCO6)C7=CC(=C(C(=C7)OC)O)OC)O)O. Drug 2: C1=CN(C=N1)CC(O)(P(=O)(O)O)P(=O)(O)O. Cell line: UO-31. Synergy scores: CSS=3.80, Synergy_ZIP=-5.72, Synergy_Bliss=-8.86, Synergy_Loewe=-6.98, Synergy_HSA=-5.95.